This data is from Full USPTO retrosynthesis dataset with 1.9M reactions from patents (1976-2016). The task is: Predict the reactants needed to synthesize the given product. (1) Given the product [CH3:1][O:2][C:3]1[C:8]([O:9][CH3:10])=[CH:7][CH:6]=[CH:5][C:4]=1[C@@H:11]1[C:17]2[CH:18]=[C:19]([O:22][C:23]([F:24])([F:25])[F:26])[CH:20]=[CH:21][C:16]=2[N:15]2[C:27]([C:30]([F:33])([F:32])[F:31])=[N:28][N:29]=[C:14]2[C@@H:13]([CH2:34][C:35]([OH:37])=[O:36])[O:12]1, predict the reactants needed to synthesize it. The reactants are: [CH3:1][O:2][C:3]1[C:8]([O:9][CH3:10])=[CH:7][CH:6]=[CH:5][C:4]=1[C@@H:11]1[C:17]2[CH:18]=[C:19]([O:22][C:23]([F:26])([F:25])[F:24])[CH:20]=[CH:21][C:16]=2[N:15]2[C:27]([C:30]([F:33])([F:32])[F:31])=[N:28][N:29]=[C:14]2[C@@H:13]([CH2:34][C:35]([O:37]CC)=[O:36])[O:12]1.Cl. (2) Given the product [C:41]([O:40][C:38]([NH:1][CH:2]([CH2:8][CH:9]([CH2:13][C:14]1[CH:23]=[CH:22][C:21]2[C:16](=[C:17]([O:24][CH2:25][CH2:26][O:27][CH3:28])[CH:18]=[CH:19][CH:20]=2)[CH:15]=1)[CH:10]([CH3:12])[CH3:11])[C:3]([O:5][CH2:6][CH3:7])=[O:4])=[O:39])([CH3:44])([CH3:43])[CH3:42], predict the reactants needed to synthesize it. The reactants are: [NH2:1][CH:2]([CH2:8][CH:9]([CH2:13][C:14]1[CH:23]=[CH:22][C:21]2[C:16](=[C:17]([O:24][CH2:25][CH2:26][O:27][CH3:28])[CH:18]=[CH:19][CH:20]=2)[CH:15]=1)[CH:10]([CH3:12])[CH3:11])[C:3]([O:5][CH2:6][CH3:7])=[O:4].C(N(C(C)C)C(C)C)C.[C:38](O[C:38]([O:40][C:41]([CH3:44])([CH3:43])[CH3:42])=[O:39])([O:40][C:41]([CH3:44])([CH3:43])[CH3:42])=[O:39].